From a dataset of Reaction yield outcomes from USPTO patents with 853,638 reactions. Predict the reaction yield, written as a fraction of the theoretical maximum amount of product (1.0 means a 100% yield; for example, 0.34 means a 34% yield). (1) The reactants are [NH2:1][C:2]1[C:3]([F:34])=[C:4]([CH:29]=[CH:30][C:31]=1[C:32]#[N:33])[C:5]([NH:7][C:8]1[C:13]([C:14]([F:17])([F:16])[F:15])=[CH:12][C:11]([C:18]([F:27])([C:23]([F:26])([F:25])[F:24])[C:19]([F:22])([F:21])[F:20])=[CH:10][C:9]=1[Br:28])=[O:6].[Cl:35][C:36]1[CH:44]=[CH:43][C:39]([C:40](Cl)=[O:41])=[CH:38][N:37]=1.O.C(OCC)(=O)C. The catalyst is CN1C(=O)N(C)CC1. The product is [Br:28][C:9]1[CH:10]=[C:11]([C:18]([F:27])([C:19]([F:20])([F:21])[F:22])[C:23]([F:24])([F:25])[F:26])[CH:12]=[C:13]([C:14]([F:16])([F:17])[F:15])[C:8]=1[NH:7][C:5]([C:4]1[C:3]([F:34])=[C:2]([NH:1][C:40](=[O:41])[C:39]2[CH:43]=[CH:44][C:36]([Cl:35])=[N:37][CH:38]=2)[C:31]([C:32]#[N:33])=[CH:30][CH:29]=1)=[O:6]. The yield is 0.160. (2) The reactants are Br[C:2]1[CH:3]=[CH:4][C:5]2[O:11][CH2:10][CH2:9][N:8]3[CH:12]=[C:13]([C:15]4[N:19]([C:20]5[CH:25]=[CH:24][CH:23]=[CH:22][C:21]=5[Cl:26])[N:18]=[CH:17][N:16]=4)[N:14]=[C:7]3[C:6]=2[CH:27]=1.[Cl:28][C:29]1[CH:34]=[CH:33][C:32](B(O)O)=[CH:31][CH:30]=1.C([O-])([O-])=O.[Cs+].[Cs+].O. The catalyst is O1CCOCC1.C1C=CC(P(C2C=CC=CC=2)[C-]2C=CC=C2)=CC=1.C1C=CC(P(C2C=CC=CC=2)[C-]2C=CC=C2)=CC=1.Cl[Pd]Cl.[Fe+2]. The product is [Cl:28][C:29]1[CH:34]=[CH:33][C:32]([C:2]2[CH:3]=[CH:4][C:5]3[O:11][CH2:10][CH2:9][N:8]4[CH:12]=[C:13]([C:15]5[N:19]([C:20]6[CH:25]=[CH:24][CH:23]=[CH:22][C:21]=6[Cl:26])[N:18]=[CH:17][N:16]=5)[N:14]=[C:7]4[C:6]=3[CH:27]=2)=[CH:31][CH:30]=1. The yield is 0.168. (3) The reactants are [F:1][C:2]([F:25])([F:24])[C:3]1[CH:4]=[C:5]([S:9]([N:12]2[CH2:17][CH2:16][C:15](=[N:18][O:19][CH2:20][C:21]([OH:23])=O)[CH2:14][CH2:13]2)(=[O:11])=[O:10])[CH:6]=[CH:7][CH:8]=1.F[P-](F)(F)(F)(F)F.N1(OC(N(C)C)=[N+](C)C)C2C=CC=CC=2N=N1.[S:50]1[CH:54]=[CH:53][N:52]=[C:51]1[NH2:55]. The catalyst is CN(C=O)C.C(N(CC)CC)C. The product is [S:50]1[CH:54]=[CH:53][N:52]=[C:51]1[NH:55][C:21](=[O:23])[CH2:20][O:19][N:18]=[C:15]1[CH2:14][CH2:13][N:12]([S:9]([C:5]2[CH:6]=[CH:7][CH:8]=[C:3]([C:2]([F:1])([F:25])[F:24])[CH:4]=2)(=[O:11])=[O:10])[CH2:17][CH2:16]1. The yield is 1.00. (4) The reactants are C([O:4][C@H:5]1[CH2:10][CH2:9][C@@:8]([C@H:12]2[CH2:20][CH2:19][C@@:18]3([CH3:21])[C@@H:14]([CH2:15][CH2:16][C:17]3=[CH2:22])[C@@H:13]2[CH2:23][NH2:24])([CH3:11])[C@@H:7]([CH2:25][OH:26])[CH2:6]1)(=O)C.F[B-](F)(F)F.N1(OC(N(C)C)=[N+](C)C)C2C=CC=CC=2N=N1.[O:49]1[CH:53]=[CH:52][CH:51]=[C:50]1[C:54](O)=[O:55].C(N(CC)C(C)C)(C)C. The catalyst is CN(C=O)C. The product is [OH:4][C@H:5]1[CH2:10][CH2:9][C@@:8]([C@H:12]2[CH2:20][CH2:19][C@@:18]3([CH3:21])[C@@H:14]([CH2:15][CH2:16][C:17]3=[CH2:22])[C@@H:13]2[CH2:23][NH:24][C:54]([C:50]2[O:49][CH:53]=[CH:52][CH:51]=2)=[O:55])([CH3:11])[C@@H:7]([CH2:25][OH:26])[CH2:6]1. The yield is 0.320. (5) The reactants are [CH2:1]([N:8]1[CH2:13][CH2:12][C:11]([N:21]([C:25]2[CH:30]=[CH:29][CH:28]=[CH:27][CH:26]=2)[C:22](=[O:24])[CH3:23])([C:14]2[CH:19]=[C:18]([CH3:20])[CH:17]=[CH:16][N:15]=2)[CH2:10][CH2:9]1)[C:2]1[CH:7]=[CH:6][CH:5]=[CH:4][CH:3]=1.[C:31]([OH:36])(=[O:35])[C:32]([OH:34])=[O:33]. The catalyst is C(OCC)(=O)C.C(O)(C)C. The product is [C:31]([OH:36])(=[O:35])[C:32]([OH:34])=[O:33].[CH2:1]([N:8]1[CH2:9][CH2:10][C:11]([N:21]([C:25]2[CH:30]=[CH:29][CH:28]=[CH:27][CH:26]=2)[C:22](=[O:24])[CH3:23])([C:14]2[CH:19]=[C:18]([CH3:20])[CH:17]=[CH:16][N:15]=2)[CH2:12][CH2:13]1)[C:2]1[CH:7]=[CH:6][CH:5]=[CH:4][CH:3]=1. The yield is 0.260.